Dataset: Full USPTO retrosynthesis dataset with 1.9M reactions from patents (1976-2016). Task: Predict the reactants needed to synthesize the given product. (1) Given the product [F:15][CH:2]([F:1])[C:3]1[CH:7]=[C:6]([CH:8]([F:9])[F:10])[N:5]([CH2:11][C:12]([N:26]2[CH2:27][CH2:28][CH:29]([C:30]#[N:31])[CH:24]([S:23][CH3:22])[CH2:25]2)=[O:14])[N:4]=1, predict the reactants needed to synthesize it. The reactants are: [F:1][CH:2]([F:15])[C:3]1[CH:7]=[C:6]([CH:8]([F:10])[F:9])[N:5]([CH2:11][C:12]([OH:14])=O)[N:4]=1.CN(C)C=O.Cl.[CH3:22][S:23][CH:24]1[CH:29]([C:30]#[N:31])[CH2:28][CH2:27][NH:26][CH2:25]1.C(N(CC)CC)C. (2) Given the product [C:45]([O:44][C:43](=[O:49])[NH:42][C:38]1[CH:37]=[C:36]([C:11]2[C:4]([CH:1]3[CH2:3][CH2:2]3)=[N:5][C:6]([N:21]3[CH2:26][CH2:25][N:24]([C:27](=[O:31])[CH2:28][CH2:29][OH:30])[C@H:23]([CH:32]4[CH2:33][CH2:34]4)[CH2:22]3)=[C:7]([C:8]#[N:9])[CH:10]=2)[N:41]=[N:40][CH:39]=1)([CH3:48])([CH3:46])[CH3:47], predict the reactants needed to synthesize it. The reactants are: [CH:1]1([C:4]2[C:11](B3OC(C)(C)C(C)(C)O3)=[CH:10][C:7]([C:8]#[N:9])=[C:6]([N:21]3[CH2:26][CH2:25][N:24]([C:27](=[O:31])[CH2:28][CH2:29][OH:30])[C@H:23]([CH:32]4[CH2:34][CH2:33]4)[CH2:22]3)[N:5]=2)[CH2:3][CH2:2]1.Cl[C:36]1[N:41]=[N:40][CH:39]=[C:38]([NH:42][C:43](=[O:49])[O:44][C:45]([CH3:48])([CH3:47])[CH3:46])[CH:37]=1.[F-].[Cs+]. (3) Given the product [C:11]1(=[O:23])[C:12]2[C:21](=[N:20][C:19]3[C:14]([CH:13]=2)=[CH:15][CH:16]=[CH:17][CH:18]=3)[CH:22]=[CH:9][C:10]1=[O:24], predict the reactants needed to synthesize it. The reactants are: C1(C)C=C(C)C=C(C)C=1[C:9]1[C:10](=[O:24])[C:11](=[O:23])[C:12]2[C:21]([CH:22]=1)=[N:20][C:19]1[C:14](=[CH:15][CH:16]=[CH:17][CH:18]=1)[CH:13]=2.CN1C(=O)N(C)CCC1. (4) Given the product [CH2:24]([C:18]1[CH:19]=[CH:20][CH:21]=[C:22]([CH3:23])[C:17]=1[CH2:16][NH:15][C:7]1[C:8]2[N:9]([N:11]=[C:12]([CH3:14])[N:13]=2)[CH:10]=[C:5]([C:3]([OH:4])=[O:2])[CH:6]=1)[CH3:25], predict the reactants needed to synthesize it. The reactants are: C[O:2][C:3]([C:5]1[CH:6]=[C:7]([NH:15][CH2:16][C:17]2[C:22]([CH3:23])=[CH:21][CH:20]=[CH:19][C:18]=2[CH2:24][CH3:25])[C:8]2[N:9]([N:11]=[C:12]([CH3:14])[N:13]=2)[CH:10]=1)=[O:4].[OH-].[Na+]. (5) Given the product [N+:1]([C:4]1[CH:9]=[CH:8][C:7]([S:10]([N:18]2[CH2:19][CH2:20][CH:15]([OH:14])[CH2:16][CH2:17]2)(=[O:12])=[O:11])=[CH:6][CH:5]=1)([O-:3])=[O:2], predict the reactants needed to synthesize it. The reactants are: [N+:1]([C:4]1[CH:9]=[CH:8][C:7]([S:10](Cl)(=[O:12])=[O:11])=[CH:6][CH:5]=1)([O-:3])=[O:2].[OH:14][CH:15]1[CH2:20][CH2:19][NH:18][CH2:17][CH2:16]1.C(N(CC)CC)C.O. (6) Given the product [F:34][C:33]([F:36])([F:35])[C:2]1[C:3]([C:8]2[CH:19]=[CH:18][C:11]3[C:12]([OH:17])=[N:13][S:14](=[O:16])(=[O:15])[C:10]=3[CH:9]=2)=[N:4][CH:5]=[CH:6][CH:7]=1, predict the reactants needed to synthesize it. The reactants are: Cl[C:2]1[C:3]([C:8]2[CH:19]=[CH:18][C:11]3[C:12]([OH:17])=[N:13][S:14](=[O:16])(=[O:15])[C:10]=3[CH:9]=2)=[N:4][CH:5]=[CH:6][CH:7]=1.CC1C=CC(C2C([C:33]([F:36])([F:35])[F:34])=CC=CN=2)=CC=1.ClC1C(C2C=CC(C)=CC=2)=NC=CC=1. (7) Given the product [CH2:12]([O:11][P:1]([O:19][P:1]([O:11][CH2:12][C:25]1[CH:24]=[CH:26][CH:10]=[CH:5][CH:6]=1)([O:3][CH2:4][C:36]1[CH:37]=[CH:38][CH:39]=[CH:40][CH:41]=1)=[O:2])(=[O:2])[O:3][CH2:4][C:5]1[CH:10]=[CH:9][CH:8]=[CH:7][CH:6]=1)[C:13]1[CH:18]=[CH:17][CH:16]=[CH:15][CH:14]=1, predict the reactants needed to synthesize it. The reactants are: [P:1]([O-:19])([O:11][CH2:12][C:13]1[CH:18]=[CH:17][CH:16]=[CH:15][CH:14]=1)([O:3][CH2:4][C:5]1[CH:10]=[CH:9][CH:8]=[CH:7][CH:6]=1)=[O:2].C(O[CH:24]([CH3:26])[CH3:25])(=O)C.[CH:36]1(N=C=N[CH:36]2[CH2:41][CH2:40][CH2:39][CH2:38][CH2:37]2)[CH2:41][CH2:40][CH2:39][CH2:38][CH2:37]1. (8) The reactants are: [NH2:1][C:2]1[S:3][C@:4]2([CH2:31]O)[C@H:6]([C@:7]([C:10]3[CH:15]=[C:14]([NH:16][C:17]4[C:18]5[N:26]=[CH:25][C:24]([O:27][CH3:28])=[CH:23][C:19]=5[N:20]=[CH:21][N:22]=4)[CH:13]=[C:12]([F:29])[C:11]=3[F:30])([CH3:9])[N:8]=1)[CH2:5]2.C(N(S(F)(F)[F:39])CC)C.COCCN(S(F)(F)F)CCOC. Given the product [F:30][C:11]1[C:12]([F:29])=[CH:13][C:14]([NH:16][C:17]2[C:18]3[N:26]=[CH:25][C:24]([O:27][CH3:28])=[CH:23][C:19]=3[N:20]=[CH:21][N:22]=2)=[CH:15][C:10]=1[C@:7]1([CH3:9])[C@H:6]2[C@:4]([CH2:31][F:39])([CH2:5]2)[S:3][C:2]([NH2:1])=[N:8]1, predict the reactants needed to synthesize it. (9) Given the product [C:17]([C:16]1[C:15]2[CH:23]=[CH:24][CH:25]=[CH:26][C:14]=2[O:13][C:12]=1[C:7]1[CH:8]=[C:9]2[C:4](=[CH:5][CH:6]=1)[CH:3]=[C:2]([O:1][CH2:30][C:31]#[N:32])[CH:11]=[CH:10]2)(=[O:22])[CH2:18][CH2:19][CH2:20][CH3:21], predict the reactants needed to synthesize it. The reactants are: [OH:1][C:2]1[CH:3]=[C:4]2[C:9](=[CH:10][CH:11]=1)[CH:8]=[C:7]([C:12]1[O:13][C:14]3[CH:26]=[CH:25][CH:24]=[CH:23][C:15]=3[C:16]=1[C:17](=[O:22])[CH2:18][CH2:19][CH2:20][CH3:21])[CH:6]=[CH:5]2.[H-].[Na+].Br[CH2:30][C:31]#[N:32].